This data is from Forward reaction prediction with 1.9M reactions from USPTO patents (1976-2016). The task is: Predict the product of the given reaction. (1) Given the reactants [Cl:1][C:2]1[CH:3]=[C:4]2[N:24]([CH2:25][O:26]CC[Si](C)(C)C)[C:23]([O:33][C@H:34]3[C@H:38]4[O:39][CH2:40][C@@H:41]([OH:42])[C@H:37]4[O:36][CH2:35]3)=[CH:22][C:5]2=[N:6][C:7]=1[C:8]1[CH:13]=[CH:12][C:11]([C:14]2([CH2:17][S:18]([CH3:21])(=[O:20])=[O:19])[CH2:16][CH2:15]2)=[CH:10][CH:9]=1.Cl, predict the reaction product. The product is: [Cl:1][C:2]1[CH:3]=[C:4]2[N:24]([CH2:25][OH:26])[C:23]([O:33][C@H:34]3[C@H:38]4[O:39][CH2:40][C@@H:41]([OH:42])[C@H:37]4[O:36][CH2:35]3)=[CH:22][C:5]2=[N:6][C:7]=1[C:8]1[CH:13]=[CH:12][C:11]([C:14]2([CH2:17][S:18]([CH3:21])(=[O:20])=[O:19])[CH2:16][CH2:15]2)=[CH:10][CH:9]=1. (2) Given the reactants [C:1]1([S:7]([NH:10][C:11]2[CH:19]=[CH:18][C:17]([Cl:20])=[CH:16][C:12]=2[C:13]([OH:15])=O)(=[O:9])=[O:8])[CH:6]=[CH:5][CH:4]=[CH:3][CH:2]=1.[NH2:21][C:22]1[CH:31]=[CH:30][C:25]([C:26]([O:28][CH3:29])=[O:27])=[CH:24][CH:23]=1.CN(C1C=CC=CN=1)C.Cl, predict the reaction product. The product is: [C:1]1([S:7]([NH:10][C:11]2[CH:19]=[CH:18][C:17]([Cl:20])=[CH:16][C:12]=2[C:13]([NH:21][C:22]2[CH:23]=[CH:24][C:25]([C:26]([O:28][CH3:29])=[O:27])=[CH:30][CH:31]=2)=[O:15])(=[O:8])=[O:9])[CH:2]=[CH:3][CH:4]=[CH:5][CH:6]=1. (3) Given the reactants [CH3:1][O:2][C:3]([C:5]1([NH:10][C:11]([CH:13]2[CH2:17][CH:16]([O:18][C:19]3[C:20]4[S:34][CH:33]=[CH:32][C:21]=4[N:22]=[C:23]([C:25]4[N:26]([CH3:31])[N:27]=[C:28]([CH3:30])[CH:29]=4)[N:24]=3)[CH2:15][N:14]2[C:35](=[O:52])[CH:36]([NH:44][C:45]([O:47][C:48]([CH3:51])([CH3:50])[CH3:49])=[O:46])[CH2:37][CH2:38][CH2:39][CH2:40][CH2:41][CH:42]=[CH2:43])=[O:12])[CH2:7][CH:6]1C=C)=[O:4], predict the reaction product. The product is: [C:48]([O:47][C:45]([NH:44][C@@H:36]1[C:35](=[O:52])[N:14]2[CH2:15][C@H:16]([O:18][C:19]3[C:20]4[S:34][CH:33]=[CH:32][C:21]=4[N:22]=[C:23]([C:25]4[N:26]([CH3:31])[N:27]=[C:28]([CH3:30])[CH:29]=4)[N:24]=3)[CH2:17][C@H:13]2[C:11](=[O:12])[NH:10][C@:5]2([C:3]([O:2][CH3:1])=[O:4])[CH2:6][C@H:7]2[CH:43]=[CH:42][CH2:41][CH2:40][CH2:39][CH2:38][CH2:37]1)=[O:46])([CH3:51])([CH3:49])[CH3:50]. (4) Given the reactants Cl.[C:2]1([C:8]2[CH2:9][CH2:10][NH:11][CH2:12][CH:13]=2)[CH:7]=[CH:6][CH:5]=[CH:4][CH:3]=1.C(N(C(C)C)C(C)C)C.Cl[C:24]1[N:25]=[C:26]([S:32][CH3:33])[N:27]=[N:28][C:29]=1[C:30]#[N:31], predict the reaction product. The product is: [CH3:33][S:32][C:26]1[N:27]=[N:28][C:29]([C:30]#[N:31])=[C:24]([N:11]2[CH2:10][CH:9]=[C:8]([C:2]3[CH:7]=[CH:6][CH:5]=[CH:4][CH:3]=3)[CH2:13][CH2:12]2)[N:25]=1. (5) Given the reactants [F:1][C:2]1([CH3:38])[CH2:6][N:5](C(OCC2C=CC=CC=2)=O)[C@H:4]([C:17](=[O:37])[NH:18][CH2:19][C:20]2[CH:25]=[C:24]([C:26]3[CH:31]=[CH:30][C:29]([O:32][C:33]([F:36])([F:35])[F:34])=[CH:28][CH:27]=3)[N:23]=[CH:22][N:21]=2)[CH2:3]1.[H][H], predict the reaction product. The product is: [F:1][C:2]1([CH3:38])[CH2:6][NH:5][C@H:4]([C:17]([NH:18][CH2:19][C:20]2[CH:25]=[C:24]([C:26]3[CH:27]=[CH:28][C:29]([O:32][C:33]([F:34])([F:35])[F:36])=[CH:30][CH:31]=3)[N:23]=[CH:22][N:21]=2)=[O:37])[CH2:3]1.